This data is from Forward reaction prediction with 1.9M reactions from USPTO patents (1976-2016). The task is: Predict the product of the given reaction. (1) Given the reactants [C:1]([O:5][C:6](=[O:16])[NH:7][C:8]1[CH:13]=[CH:12][C:11]([Cl:14])=[CH:10][C:9]=1[NH2:15])([CH3:4])([CH3:3])[CH3:2].C([O:21][C:22](=O)[CH2:23][C:24](=[O:37])[C:25]1[CH:30]=[CH:29][CH:28]=[C:27]([C:31]2[CH:32]=[N:33][CH:34]=[CH:35][CH:36]=2)[CH:26]=1)(C)(C)C, predict the reaction product. The product is: [C:1]([O:5][C:6](=[O:16])[NH:7][C:8]1[CH:13]=[CH:12][C:11]([Cl:14])=[CH:10][C:9]=1[NH:15][C:22](=[O:21])[CH2:23][C:24](=[O:37])[C:25]1[CH:30]=[CH:29][CH:28]=[C:27]([C:31]2[CH:32]=[N:33][CH:34]=[CH:35][CH:36]=2)[CH:26]=1)([CH3:4])([CH3:2])[CH3:3]. (2) The product is: [CH2:1]([O:4][C@@H:5]1[C@@H:9]([CH2:10][OH:11])[O:8][C@@H:7]([N:19]2[C:32]3[N:31]=[CH:30][N:29]=[C:23]([NH2:24])[C:22]=3[N:21]=[CH:20]2)[CH2:6]1)[CH:2]=[CH2:3]. Given the reactants [CH2:1]([O:4][C@@H:5]1[C@@H:9]([CH2:10][O:11][Si](C(C)(C)C)(C)C)[O:8][C@@H:7]([N:19]2[C:32]3[N:31]=[CH:30][N:29]=[C:23]([N:24]=CN(C)C)[C:22]=3[N:21]=[CH:20]2)[CH2:6]1)[CH:2]=[CH2:3], predict the reaction product. (3) Given the reactants Cl.[NH2:2][C:3]1[CH:8]=[CH:7][C:6]([OH:9])=[CH:5][CH:4]=1.CC([O-])(C)C.[K+].[Cl:16][C:17]1[C:18]([C:24]([NH2:26])=[O:25])=[N:19][CH:20]=[CH:21][C:22]=1Cl, predict the reaction product. The product is: [NH2:2][C:3]1[CH:8]=[CH:7][C:6]([O:9][C:22]2[CH:21]=[CH:20][N:19]=[C:18]([C:24]([NH2:26])=[O:25])[C:17]=2[Cl:16])=[CH:5][CH:4]=1. (4) Given the reactants Cl[CH2:2][CH2:3][CH2:4][CH2:5][CH2:6][CH2:7][C@@H:8]1[CH2:25][C:24]2[CH:23]=[C:22]([OH:26])[CH:21]=[CH:20][C:19]=2[C@@H:18]2[C@@H:9]1[C@H:10]1[C@@:14]([CH2:16][C@@H:17]2[F:27])([CH3:15])[CH:13]([OH:28])[CH2:12][CH2:11]1.[I-:29].[Na+], predict the reaction product. The product is: [F:27][C@H:17]1[CH2:16][C@@:14]2([CH3:15])[C@@H:10]([CH2:11][CH2:12][CH:13]2[OH:28])[C@H:9]2[C@H:18]1[C:19]1[CH:20]=[CH:21][C:22]([OH:26])=[CH:23][C:24]=1[CH2:25][C@H:8]2[CH2:7][CH2:6][CH2:5][CH2:4][CH2:3][CH2:2][I:29]. (5) Given the reactants [CH2:1]([N:3]([C@H:46]1[CH2:51][CH2:50][C@H:49]([C:52]([O:54]C)=[O:53])[CH2:48][CH2:47]1)[S:4]([C:7]1[CH:8]=[C:9]([CH:43]=[CH:44][CH:45]=1)[C:10]([NH:12][C:13]1[S:14][C:15]2[CH2:42][CH2:41][CH2:40][CH2:39][C:16]=2[C:17]=1[C:18]([NH:20][C:21]1[CH:26]=[CH:25][C:24]([CH2:27][CH2:28][C:29]2[CH:38]=[CH:37][C:32]([C:33]([O:35]C)=[O:34])=[CH:31][CH:30]=2)=[CH:23][CH:22]=1)=[O:19])=[O:11])(=[O:6])=[O:5])[CH3:2].[OH-].[Na+], predict the reaction product. The product is: [C:52]([C@H:49]1[CH2:50][CH2:51][C@H:46]([N:3]([CH2:1][CH3:2])[S:4]([C:7]2[CH:8]=[C:9]([CH:43]=[CH:44][CH:45]=2)[C:10]([NH:12][C:13]2[S:14][C:15]3[CH2:42][CH2:41][CH2:40][CH2:39][C:16]=3[C:17]=2[C:18]([NH:20][C:21]2[CH:26]=[CH:25][C:24]([CH2:27][CH2:28][C:29]3[CH:30]=[CH:31][C:32]([C:33]([OH:35])=[O:34])=[CH:37][CH:38]=3)=[CH:23][CH:22]=2)=[O:19])=[O:11])(=[O:6])=[O:5])[CH2:47][CH2:48]1)([OH:54])=[O:53]. (6) Given the reactants [NH:1]1[CH:5]=[C:4]([C:6]([O:8][CH3:9])=[O:7])[N:3]=[CH:2]1.C1(P(C2C=CC=CC=2)C2C=CC=CC=2)C=CC=CC=1.O[CH:30]1[C:39]2[C:34](=[CH:35][CH:36]=[CH:37][CH:38]=2)[N:33]([C:40]([C:42]2[CH:47]=[CH:46][CH:45]=[CH:44][CH:43]=2)=[O:41])[CH2:32][CH2:31]1.CC(OC(/N=N/C(OC(C)C)=O)=O)C, predict the reaction product. The product is: [CH3:9][O:8][C:6]([C:4]1[N:3]([CH:30]2[C:39]3[C:34](=[CH:35][CH:36]=[CH:37][CH:38]=3)[N:33]([C:40](=[O:41])[C:42]3[CH:47]=[CH:46][CH:45]=[CH:44][CH:43]=3)[CH2:32][CH2:31]2)[CH:2]=[N:1][CH:5]=1)=[O:7]. (7) Given the reactants [Cl:1][C:2]1[CH:22]=[CH:21][C:20]([O:23][C@@H:24]([CH3:29])[C:25]([O:27][CH3:28])=[O:26])=[CH:19][C:3]=1[CH2:4][N:5]1[C:13]2[C:8](=[CH:9][C:10]([C:14](O)=[O:15])=[CH:11][CH:12]=2)[C:7]([CH3:17])=[C:6]1[CH3:18].Cl.[CH:31]([C:34]1[CH:35]=[C:36]([C@@H:40]([NH2:42])[CH3:41])[CH:37]=[CH:38][CH:39]=1)([CH3:33])[CH3:32].CN(C(ON1N=NC2C=CC=NC1=2)=[N+](C)C)C.F[P-](F)(F)(F)(F)F, predict the reaction product. The product is: [Cl:1][C:2]1[CH:22]=[CH:21][C:20]([O:23][C@@H:24]([CH3:29])[C:25]([O:27][CH3:28])=[O:26])=[CH:19][C:3]=1[CH2:4][N:5]1[C:13]2[C:8](=[CH:9][C:10]([C:14](=[O:15])[NH:42][C@H:40]([C:36]3[CH:37]=[CH:38][CH:39]=[C:34]([CH:31]([CH3:33])[CH3:32])[CH:35]=3)[CH3:41])=[CH:11][CH:12]=2)[C:7]([CH3:17])=[C:6]1[CH3:18].